From a dataset of Reaction yield outcomes from USPTO patents with 853,638 reactions. Predict the reaction yield, written as a fraction of the theoretical maximum amount of product (1.0 means a 100% yield; for example, 0.34 means a 34% yield). (1) The reactants are [NH2:1][C:2]1[C:3]2[C:10]([C:11]3[CH:16]=[CH:15][C:14]([NH:17][C:18]([NH:20][C:21]4[CH:26]=[C:25]([C:27]([F:30])([F:29])[F:28])[CH:24]=[CH:23][C:22]=4[F:31])=[O:19])=[CH:13][C:12]=3[O:32]CC3C=CC=CC=3)=[CH:9][S:8][C:4]=2[N:5]=[CH:6][N:7]=1.Br.C(O)(=O)C.[OH-].[Na+].Cl. The catalyst is O.C(O)(=O)C. The product is [NH2:1][C:2]1[C:3]2[C:10]([C:11]3[CH:16]=[CH:15][C:14]([NH:17][C:18]([NH:20][C:21]4[CH:26]=[C:25]([C:27]([F:30])([F:28])[F:29])[CH:24]=[CH:23][C:22]=4[F:31])=[O:19])=[CH:13][C:12]=3[OH:32])=[CH:9][S:8][C:4]=2[N:5]=[CH:6][N:7]=1. The yield is 0.190. (2) The reactants are [CH3:1][C@H:2]1[CH2:6][CH2:5][CH2:4][N:3]1[C@H:7]1[CH2:11][CH2:10][N:9]([C:12]2[CH:13]=[N:14][C:15]([N+:18]([O-])=O)=[CH:16][CH:17]=2)[CH2:8]1. The catalyst is CO.[Pd]. The product is [CH3:1][C@H:2]1[CH2:6][CH2:5][CH2:4][N:3]1[C@H:7]1[CH2:11][CH2:10][N:9]([C:12]2[CH:17]=[CH:16][C:15]([NH2:18])=[N:14][CH:13]=2)[CH2:8]1. The yield is 0.930.